Dataset: NCI-60 drug combinations with 297,098 pairs across 59 cell lines. Task: Regression. Given two drug SMILES strings and cell line genomic features, predict the synergy score measuring deviation from expected non-interaction effect. (1) Drug 1: CCC(=C(C1=CC=CC=C1)C2=CC=C(C=C2)OCCN(C)C)C3=CC=CC=C3.C(C(=O)O)C(CC(=O)O)(C(=O)O)O. Drug 2: CCC1(CC2CC(C3=C(CCN(C2)C1)C4=CC=CC=C4N3)(C5=C(C=C6C(=C5)C78CCN9C7C(C=CC9)(C(C(C8N6C)(C(=O)OC)O)OC(=O)C)CC)OC)C(=O)OC)O.OS(=O)(=O)O. Cell line: SF-539. Synergy scores: CSS=49.7, Synergy_ZIP=15.6, Synergy_Bliss=17.3, Synergy_Loewe=-27.4, Synergy_HSA=18.8. (2) Drug 1: CN1C(=O)N2C=NC(=C2N=N1)C(=O)N. Drug 2: CC1C(C(CC(O1)OC2CC(CC3=C2C(=C4C(=C3O)C(=O)C5=C(C4=O)C(=CC=C5)OC)O)(C(=O)CO)O)N)O.Cl. Cell line: NCI-H522. Synergy scores: CSS=36.6, Synergy_ZIP=-4.34, Synergy_Bliss=-1.38, Synergy_Loewe=-17.4, Synergy_HSA=0.505. (3) Drug 1: C1CC(=O)NC(=O)C1N2CC3=C(C2=O)C=CC=C3N. Drug 2: CC1=C(C(=O)C2=C(C1=O)N3CC4C(C3(C2COC(=O)N)OC)N4)N. Cell line: T-47D. Synergy scores: CSS=24.0, Synergy_ZIP=-2.99, Synergy_Bliss=-0.514, Synergy_Loewe=-38.8, Synergy_HSA=0.953. (4) Drug 1: C1CCN(CC1)CCOC2=CC=C(C=C2)C(=O)C3=C(SC4=C3C=CC(=C4)O)C5=CC=C(C=C5)O. Drug 2: CC(C1=C(C=CC(=C1Cl)F)Cl)OC2=C(N=CC(=C2)C3=CN(N=C3)C4CCNCC4)N. Cell line: SN12C. Synergy scores: CSS=6.61, Synergy_ZIP=-1.77, Synergy_Bliss=-0.138, Synergy_Loewe=-2.81, Synergy_HSA=-0.601. (5) Drug 1: C1CCC(C1)C(CC#N)N2C=C(C=N2)C3=C4C=CNC4=NC=N3. Drug 2: CS(=O)(=O)OCCCCOS(=O)(=O)C. Cell line: MDA-MB-231. Synergy scores: CSS=16.0, Synergy_ZIP=-3.36, Synergy_Bliss=-0.562, Synergy_Loewe=-3.71, Synergy_HSA=-1.15. (6) Drug 1: CN1CCC(CC1)COC2=C(C=C3C(=C2)N=CN=C3NC4=C(C=C(C=C4)Br)F)OC. Drug 2: C1=NC2=C(N1)C(=S)N=C(N2)N. Cell line: NCI-H460. Synergy scores: CSS=42.4, Synergy_ZIP=0.688, Synergy_Bliss=1.92, Synergy_Loewe=-5.01, Synergy_HSA=2.66. (7) Drug 1: C1CCC(C1)C(CC#N)N2C=C(C=N2)C3=C4C=CNC4=NC=N3. Drug 2: C1=CC=C(C=C1)NC(=O)CCCCCCC(=O)NO. Cell line: MALME-3M. Synergy scores: CSS=32.9, Synergy_ZIP=0.112, Synergy_Bliss=10.9, Synergy_Loewe=-11.9, Synergy_HSA=9.87. (8) Drug 1: CC1C(C(CC(O1)OC2CC(OC(C2O)C)OC3=CC4=CC5=C(C(=O)C(C(C5)C(C(=O)C(C(C)O)O)OC)OC6CC(C(C(O6)C)O)OC7CC(C(C(O7)C)O)OC8CC(C(C(O8)C)O)(C)O)C(=C4C(=C3C)O)O)O)O. Drug 2: CC1C(C(CC(O1)OC2CC(CC3=C2C(=C4C(=C3O)C(=O)C5=C(C4=O)C(=CC=C5)OC)O)(C(=O)CO)O)N)O.Cl. Cell line: SF-295. Synergy scores: CSS=32.1, Synergy_ZIP=-0.643, Synergy_Bliss=4.34, Synergy_Loewe=-3.50, Synergy_HSA=5.15.